This data is from Reaction yield outcomes from USPTO patents with 853,638 reactions. The task is: Predict the reaction yield, written as a fraction of the theoretical maximum amount of product (1.0 means a 100% yield; for example, 0.34 means a 34% yield). (1) The reactants are [Br:1][C:2]1[CH:7]=[C:6]([N+:8]([O-])=O)[CH:5]=[CH:4][C:3]=1[C:11]([CH3:15])([CH3:14])[C:12]#[N:13]. The catalyst is CO.O=[Pt]=O. The product is [NH2:8][C:6]1[CH:5]=[CH:4][C:3]([C:11]([CH3:14])([CH3:15])[C:12]#[N:13])=[C:2]([Br:1])[CH:7]=1. The yield is 1.00. (2) The reactants are C(NC(C)C)(C)C.[Li]CCCC.[CH3:13][C:14]1[CH:19]=[CH:18][N:17]=[CH:16][CH:15]=1.[C:20](#N)[C:21]1[CH:26]=[CH:25][CH:24]=[CH:23][CH:22]=1.Br.C1C[O:32]CC1. The catalyst is CCCCCC.O. The product is [C:21]1([C:20](=[O:32])[CH2:13][C:14]2[CH:19]=[CH:18][N:17]=[CH:16][CH:15]=2)[CH:26]=[CH:25][CH:24]=[CH:23][CH:22]=1. The yield is 0.900. (3) The reactants are [N:1]1([C:7]([O:9][C:10]([CH3:13])([CH3:12])[CH3:11])=[O:8])[CH2:6][CH2:5][NH:4][CH2:3][CH2:2]1.[I-].[K+].C(=O)([O-])[O-].[K+].[K+].Br[CH:23]([C:25]1[CH:26]=[CH:27][C:28]([F:31])=[N:29][CH:30]=1)[CH3:24]. The catalyst is C(#N)C. The product is [F:31][C:28]1[N:29]=[CH:30][C:25]([CH:23]([N:4]2[CH2:5][CH2:6][N:1]([C:7]([O:9][C:10]([CH3:13])([CH3:12])[CH3:11])=[O:8])[CH2:2][CH2:3]2)[CH3:24])=[CH:26][CH:27]=1. The yield is 0.730. (4) The reactants are [CH3:1][O:2][C:3]1[CH:8]=[CH:7][C:6]([C:9]2[C:18](=[O:19])[C:17]3[C:12](=[C:13]([O:23][CH2:24][CH2:25][CH3:26])[CH:14]=[C:15]4[CH2:22][CH2:21][CH2:20][C:16]4=3)[NH:11][CH:10]=2)=[CH:5][CH:4]=1.[I-].[Na+].[H-].[Na+].[P:31]([O:43][CH2:44]Cl)([O:38][C:39]([CH3:42])([CH3:41])[CH3:40])([O:33][C:34]([CH3:37])([CH3:36])[CH3:35])=[O:32]. The catalyst is CN(C=O)C. The product is [P:31]([O:43][CH2:44][N:11]1[CH:10]=[C:9]([C:6]2[CH:5]=[CH:4][C:3]([O:2][CH3:1])=[CH:8][CH:7]=2)[C:18](=[O:19])[C:17]2[C:12]1=[C:13]([O:23][CH2:24][CH2:25][CH3:26])[CH:14]=[C:15]1[CH2:22][CH2:21][CH2:20][C:16]1=2)([O:33][C:34]([CH3:37])([CH3:36])[CH3:35])([O:38][C:39]([CH3:40])([CH3:41])[CH3:42])=[O:32]. The yield is 0.400.